Task: Predict the reactants needed to synthesize the given product.. Dataset: Full USPTO retrosynthesis dataset with 1.9M reactions from patents (1976-2016) Given the product [F:24][C:23]([F:26])([F:25])[C:21]([OH:27])=[O:22].[NH2:11][CH2:10][CH2:9][CH2:8][O:7][C:6]1[CH:19]=[CH:20][C:3]([CH2:2][OH:1])=[CH:4][CH:5]=1, predict the reactants needed to synthesize it. The reactants are: [OH:1][CH2:2][C:3]1[CH:20]=[CH:19][C:6]([O:7][CH2:8][CH2:9][CH2:10][NH:11]C(=O)OC(C)(C)C)=[CH:5][CH:4]=1.[C:21]([OH:27])([C:23]([F:26])([F:25])[F:24])=[O:22].